Task: Predict which catalyst facilitates the given reaction.. Dataset: Catalyst prediction with 721,799 reactions and 888 catalyst types from USPTO (1) Reactant: [C:1]([OH:12])(=[O:11])[C:2]1[CH:10]=[CH:9][C:5]([C:6]([OH:8])=[O:7])=[CH:4][CH:3]=1. Product: [OH:7][CH2:6][CH2:5][O:7][C:6](=[O:8])[C:5]1[CH:9]=[CH:10][C:2]([C:1]([O:12][CH2:2][CH2:1][OH:11])=[O:11])=[CH:3][CH:4]=1. The catalyst class is: 196. (2) Reactant: [I:1][C:2]1[NH:6][C:5]([C@@H:7]2[CH2:11][CH2:10][CH2:9][N:8]2C(OC(C)(C)C)=O)=[N:4][C:3]=1[CH3:19].[ClH:20]. Product: [ClH:20].[I:1][C:2]1[NH:6][C:5]([C@@H:7]2[CH2:11][CH2:10][CH2:9][NH:8]2)=[N:4][C:3]=1[CH3:19]. The catalyst class is: 27. (3) Reactant: C([O:4][CH2:5][C:6]1[CH:7]=[C:8]2[CH:14]=[C:13]([Si](C)(C)C)[O:12][C:9]2=[CH:10][N:11]=1)(=O)C.C(=O)([O-])[O-].[K+].[K+]. Product: [O:12]1[C:9]2=[CH:10][N:11]=[C:6]([CH2:5][OH:4])[CH:7]=[C:8]2[CH:14]=[CH:13]1. The catalyst class is: 8. (4) Reactant: [CH3:1][Si:2]([CH3:10])([CH3:9])[O:3][C:4]([CH3:8])([C:6]#[CH:7])[CH3:5].[Li]CCCC.CON(C)[C:19]([C:21]1[N:22]=[CH:23][S:24][CH:25]=1)=[O:20]. Product: [CH3:5][C:4]([O:3][Si:2]([CH3:10])([CH3:9])[CH3:1])([CH3:8])[C:6]#[C:7][C:19]([C:21]1[N:22]=[CH:23][S:24][CH:25]=1)=[O:20]. The catalyst class is: 1. (5) Reactant: [OH:1][CH:2]1[CH2:7][CH2:6][O:5][CH2:4][CH2:3]1.C(N(CC)CC)C.[CH3:15][S:16](Cl)(=[O:18])=[O:17].O. Product: [O:5]1[CH2:6][CH2:7][CH:2]([O:1][S:16]([CH3:15])(=[O:18])=[O:17])[CH2:3][CH2:4]1. The catalyst class is: 4. (6) Reactant: [CH3:1][O:2][C:3]1[C:8]([C:9]2[NH:10][C:11]3[C:16]([CH:17]=2)=[CH:15][C:14]([C:18]([O:20]C)=[O:19])=[CH:13][CH:12]=3)=[CH:7][CH:6]=[CH:5][N:4]=1.[OH-].[Li+].O. Product: [CH3:1][O:2][C:3]1[C:8]([C:9]2[NH:10][C:11]3[C:16]([CH:17]=2)=[CH:15][C:14]([C:18]([OH:20])=[O:19])=[CH:13][CH:12]=3)=[CH:7][CH:6]=[CH:5][N:4]=1. The catalyst class is: 5.